From a dataset of Peptide-MHC class I binding affinity with 185,985 pairs from IEDB/IMGT. Regression. Given a peptide amino acid sequence and an MHC pseudo amino acid sequence, predict their binding affinity value. This is MHC class I binding data. The peptide sequence is RTSIVGRAW. The MHC is HLA-A24:02 with pseudo-sequence HLA-A24:02. The binding affinity (normalized) is 0.